From a dataset of Experimentally validated miRNA-target interactions with 360,000+ pairs, plus equal number of negative samples. Binary Classification. Given a miRNA mature sequence and a target amino acid sequence, predict their likelihood of interaction. (1) The miRNA is hsa-miR-204-3p with sequence GCUGGGAAGGCAAAGGGACGU. The protein sequence of the target gene is MTSRRWFHPNITGVEAENLLLTRGVDGSFLARPSKSNPGDFTLSVRRNGAVTHIKIQNTGDYYDLYGGEKFATLAELVQYYMEHHGQLKEKNGDVIELKYPLNCADPTSERWFHGHLSGKEAEKLLTEKGKHGSFLVRESQSHPGDFVLSVRTGDDKGESNDGKSKVTHVMIRCQELKYDVGGGERFDSLTDLVEHYKKNPMVETLGTVLQLKQPLNTTRINAAEIESRVRELSKLAETTDKVKQGFWEEFETLQQQECKLLYSRKEGQRQENKNKNRYKNILPFDHTRVVLHDGDPNEP.... Result: 0 (no interaction). (2) The protein sequence of the target gene is MPPQQGDPAFPDRCEAPPVPPRRERGGRGGRGPGEPGGRGRAGGAEGRGVKCVLVGDGAVGKTSLVVSYTTNGYPTEYIPTAFDNFSAVVSVDGRPVRLQLCDTAGQDEFDKLRPLCYTNTDIFLLCFSVVSPSSFQNVSEKWVPEIRCHCPKAPIILVGTQSDLREDVKVLIELDKCKEKPVPEEAAKLCAEEIKAASYIECSALTQKNLKEVFDAAIVAGIQYSDTQQQPKKSKSRTPDKMKNLSKSWWKKYCCFV. Result: 1 (interaction). The miRNA is hsa-miR-374b-5p with sequence AUAUAAUACAACCUGCUAAGUG. (3) The miRNA is hsa-miR-4659b-3p with sequence UUUCUUCUUAGACAUGGCAGCU. The protein sequence of the target gene is MDPKYFILILFCGHLNNTFFSKTETITTEKQSQPTLFTSSMSQVLANSQNTTGNPLGQPTQFSDTFSGQSISPAKVTAGQPTPAVYTSSEKPEAHTSAGQPLAYNTKQPTPIANTSSQQAVFTSARQLPSARTSTTQPPKSFVYTFTQQSSSVQIPSRKQITVHNPSTQPTSTVKNSPRSTPGFILDTTSNKQTPQKNNYNSIAAILIGVLLTSMLVAIIIIVLWKCLRKPVLNDQNWAGRSPFADGETPDICMDNIRENEISTKRTSIISLTPWKPSKSTLLADDLEIKLFESSENIED.... Result: 0 (no interaction). (4) The miRNA is hsa-miR-671-3p with sequence UCCGGUUCUCAGGGCUCCACC. The protein sequence of the target gene is MGAYKYIQELWRKKQSDVMRFLLRVRCWQYRQLSALHRAPRPTRPDKARRLGYKAKQGYVIYRIRVRRGGRKRPVPKGATYGKPVHHGVNQLKFARSLQSVAEERAGRHCGALRVLNSYWVGEDSTYKFFEVILIDPFHKAIRRNPDTQWITKPVHKHREMRGLTSAGRKSRGLGKGHKFHHTIGGSRRAAWRRRNTLQLHRYR. Result: 0 (no interaction).